From a dataset of Catalyst prediction with 721,799 reactions and 888 catalyst types from USPTO. Predict which catalyst facilitates the given reaction. (1) Reactant: [F:1][C:2]1[CH:3]=[CH:4][C:5]2[C:14](=O)[C:13](=[N:16]O)[C:12]3[N:11]=[CH:10][N:9]=[C:8]([O:18][CH3:19])[C:7]=3[C:6]=2[CH:20]=1.[CH3:21][C:22]([CH:25]=O)([CH3:24])[CH3:23].C([O-])(=O)C.[NH4+:31]. Product: [C:22]([C:25]1[NH:16][C:13]2[C:12]3[N:11]=[CH:10][N:9]=[C:8]([O:18][CH3:19])[C:7]=3[C:6]3[CH:20]=[C:2]([F:1])[CH:3]=[CH:4][C:5]=3[C:14]=2[N:31]=1)([CH3:24])([CH3:23])[CH3:21]. The catalyst class is: 15. (2) Reactant: [F:1][C:2]1[CH:7]=[CH:6][C:5]([C:8]2[N:9]=[C:10]([CH2:23][OH:24])[O:11][C:12]=2[C:13]2[CH:18]=[CH:17][C:16]([S:19]([CH3:22])(=[O:21])=[O:20])=[CH:15][CH:14]=2)=[CH:4][CH:3]=1.C(N(CC)CC)C.CS(Cl)(=O)=O.S([O-])(=O)(=O)C.C(=O)([O-])[O-].[K+].[K+].O[C:49]1[CH:50]=[C:51]([C:55]2([O:61][CH3:62])[CH2:60][CH2:59][O:58][CH2:57][CH2:56]2)[CH:52]=[CH:53][CH:54]=1. Product: [F:1][C:2]1[CH:3]=[CH:4][C:5]([C:8]2[N:9]=[C:10]([CH2:23][O:24][C:53]3[CH:54]=[CH:49][CH:50]=[C:51]([C:55]4([O:61][CH3:62])[CH2:60][CH2:59][O:58][CH2:57][CH2:56]4)[CH:52]=3)[O:11][C:12]=2[C:13]2[CH:18]=[CH:17][C:16]([S:19]([CH3:22])(=[O:21])=[O:20])=[CH:15][CH:14]=2)=[CH:6][CH:7]=1. The catalyst class is: 46.